This data is from Full USPTO retrosynthesis dataset with 1.9M reactions from patents (1976-2016). The task is: Predict the reactants needed to synthesize the given product. Given the product [Cl:1][C:2]1[CH:7]=[CH:6][C:5]([S:8]([CH:11]([C:21]2[CH:26]=[C:25]([F:27])[CH:24]=[CH:23][C:22]=2[F:28])[C:12]2[CH:13]=[CH:14][C:15]([C:18]([NH:48][C:49]3[CH:54]=[CH:53][C:52]([Cl:55])=[CH:51][N:50]=3)=[O:19])=[CH:16][N:17]=2)(=[O:9])=[O:10])=[CH:4][CH:3]=1, predict the reactants needed to synthesize it. The reactants are: [Cl:1][C:2]1[CH:7]=[CH:6][C:5]([S:8]([CH:11]([C:21]2[CH:26]=[C:25]([F:27])[CH:24]=[CH:23][C:22]=2[F:28])[C:12]2[N:17]=[CH:16][C:15]([C:18](O)=[O:19])=[CH:14][CH:13]=2)(=[O:10])=[O:9])=[CH:4][CH:3]=1.C(N(CC)CC)C.Cl.C(N=C=NCCCN(C)C)C.[NH2:48][C:49]1[CH:54]=[CH:53][C:52]([Cl:55])=[CH:51][N:50]=1.